From a dataset of Full USPTO retrosynthesis dataset with 1.9M reactions from patents (1976-2016). Predict the reactants needed to synthesize the given product. (1) Given the product [NH:53]1[C:57]([CH2:58][NH:59][C:26](=[O:28])[C:25]2[CH:29]=[CH:30][C:22]([CH:4]([NH:5][C:6]3[CH:7]=[CH:8][C:9]([C:12]4[CH:17]=[CH:16][C:15]([C:18]([F:20])([F:21])[F:19])=[CH:14][CH:13]=4)=[CH:10][CH:11]=3)[CH2:3][CH:2]([CH3:1])[CH3:31])=[N:23][CH:24]=2)=[N:56][N:55]=[N:54]1, predict the reactants needed to synthesize it. The reactants are: [CH3:1][CH:2]([CH3:31])[CH2:3][CH:4]([C:22]1[CH:30]=[CH:29][C:25]([C:26]([OH:28])=O)=[CH:24][N:23]=1)[NH:5][C:6]1[CH:11]=[CH:10][C:9]([C:12]2[CH:17]=[CH:16][C:15]([C:18]([F:21])([F:20])[F:19])=[CH:14][CH:13]=2)=[CH:8][CH:7]=1.C(N1C=CN=C1)(N1C=CN=C1)=O.C(N(CC)C(C)C)(C)C.[NH:53]1[C:57]([CH2:58][NH2:59])=[N:56][N:55]=[N:54]1. (2) Given the product [NH3:2].[CH3:5][OH:6].[CH3:18][CH2:19][OH:20].[CH3:14][N:2]([CH3:1])[CH2:3][CH:4]([C:9]1[CH:13]=[CH:12][S:11][CH:10]=1)[C:5]([OH:7])=[O:6], predict the reactants needed to synthesize it. The reactants are: [CH3:1][N:2]([CH3:14])[CH2:3][CH:4]([C:9]1[CH:13]=[CH:12][S:11][CH:10]=1)[C:5]([O:7]C)=[O:6].[Li+].[OH-].O.[CH3:18][C:19](O)=[O:20]. (3) Given the product [CH3:19][N:7]1[CH2:6][C:5]2[CH:4]=[CH:3][C:2]([NH:32][C:29]3[CH:28]=[CH:27][C:26]([N:24]4[CH:25]=[C:21]([CH3:20])[N:22]=[CH:23]4)=[CH:31][N:30]=3)=[N:12][C:11]=2[O:10][C@H:9]([C:13]2[CH:18]=[CH:17][CH:16]=[CH:15][CH:14]=2)[CH2:8]1, predict the reactants needed to synthesize it. The reactants are: Cl[C:2]1[CH:3]=[CH:4][C:5]2[CH2:6][N:7]([CH3:19])[CH2:8][C@@H:9]([C:13]3[CH:18]=[CH:17][CH:16]=[CH:15][CH:14]=3)[O:10][C:11]=2[N:12]=1.[CH3:20][C:21]1[N:22]=[CH:23][N:24]([C:26]2[CH:27]=[CH:28][C:29]([NH2:32])=[N:30][CH:31]=2)[CH:25]=1.C(=O)([O-])[O-].[Cs+].[Cs+].COCCOC. (4) Given the product [C:1]([O:5][C:6]([NH:8][C:9]1([C:13]2[CH:14]=[CH:15][C:16]([C:19]3[C:28]([C:29]4[CH:30]=[CH:31][CH:32]=[CH:33][CH:34]=4)=[CH:27][C:26]4[C:25](=[O:35])[C:24]([CH3:40])([C:36]([O:38][CH3:39])=[O:37])[CH2:23][CH2:22][C:21]=4[N:20]=3)=[CH:17][CH:18]=2)[CH2:12][CH2:11][CH2:10]1)=[O:7])([CH3:4])([CH3:3])[CH3:2], predict the reactants needed to synthesize it. The reactants are: [C:1]([O:5][C:6]([NH:8][C:9]1([C:13]2[CH:18]=[CH:17][C:16]([C:19]3[C:28]([C:29]4[CH:34]=[CH:33][CH:32]=[CH:31][CH:30]=4)=[CH:27][C:26]4[C:25](=[O:35])[CH:24]([C:36]([O:38][CH3:39])=[O:37])[CH2:23][CH2:22][C:21]=4[N:20]=3)=[CH:15][CH:14]=2)[CH2:12][CH2:11][CH2:10]1)=[O:7])([CH3:4])([CH3:3])[CH3:2].[CH3:40]C(C)([O-])C.[K+].CI. (5) Given the product [NH:27]1[C:23]2=[N:24][CH:25]=[CH:26][C:21]([N:18]3[CH2:19][CH2:20][CH:15]([NH2:14])[CH2:16][CH2:17]3)=[C:22]2[CH:29]=[CH:28]1, predict the reactants needed to synthesize it. The reactants are: FC(F)(F)C(O)=O.C(OC(=O)[NH:14][CH:15]1[CH2:20][CH2:19][N:18]([C:21]2[CH:26]=[CH:25][N:24]=[C:23]3[NH:27][CH:28]=[CH:29][C:22]=23)[CH2:17][CH2:16]1)(C)(C)C. (6) Given the product [CH:25]([OH:24])=[O:37].[CH3:22][C:16]1[CH:17]=[CH:18][CH:19]=[C:20]([CH3:21])[C:15]=1[CH2:14][NH:13][C:4]1[C:5]2[N:6]([C:8]([CH3:12])=[C:9]([CH3:11])[N:10]=2)[CH:7]=[C:2]([C:26]2[CH:27]=[CH:28][CH:29]=[CH:30][C:25]=2[O:24][CH3:23])[CH:3]=1, predict the reactants needed to synthesize it. The reactants are: Br[C:2]1[CH:3]=[C:4]([NH:13][CH2:14][C:15]2[C:20]([CH3:21])=[CH:19][CH:18]=[CH:17][C:16]=2[CH3:22])[C:5]2[N:6]([C:8]([CH3:12])=[C:9]([CH3:11])[N:10]=2)[CH:7]=1.[CH3:23][O:24][C:25]1[CH:30]=[CH:29][CH:28]=[CH:27][C:26]=1B(O)O.CC(C)([O-:37])C.[K+].COCCOC. (7) Given the product [I:14][C:12]1[CH:11]=[N:10][N:9]([CH:2]2[CH2:1][C:4](=[O:5])[CH2:3]2)[CH:13]=1, predict the reactants needed to synthesize it. The reactants are: [CH2:1]1[C:4]2(OCC[O:5]2)[CH2:3][CH:2]1[N:9]1[CH:13]=[C:12]([I:14])[CH:11]=[N:10]1.C1(C)C=CC(S([O-])(=O)=O)=CC=1.[NH+]1C=CC=CC=1. (8) Given the product [Cl:1][C:2]1[CH:32]=[CH:31][C:5]([CH2:6][C:7]2[CH:8]=[C:9]([C:25]3[CH:30]=[CH:29][N:28]=[CH:27][CH:26]=3)[S:10][C:11]=2[C:12]2[NH:16][CH:15]=[N:14][N:13]=2)=[CH:4][CH:3]=1, predict the reactants needed to synthesize it. The reactants are: [Cl:1][C:2]1[CH:32]=[CH:31][C:5]([CH2:6][C:7]2[CH:8]=[C:9]([C:25]3[CH:30]=[CH:29][N:28]=[CH:27][CH:26]=3)[S:10][C:11]=2[C:12]2[N:16]=[CH:15][N:14](COCC[Si](C)(C)C)[N:13]=2)=[CH:4][CH:3]=1.C(Cl)Cl.FC(F)(F)C(O)=O.